This data is from Full USPTO retrosynthesis dataset with 1.9M reactions from patents (1976-2016). The task is: Predict the reactants needed to synthesize the given product. Given the product [C:38]([CH:36]([CH:34]([C:33]([OH:42])=[O:41])[OH:35])[OH:37])([OH:40])=[O:39].[F:32][C:2]([F:1])([F:31])[C:3]1[CH:26]=[C:25]([C:27]([F:29])([F:30])[F:28])[CH:24]=[CH:23][C:4]=1[CH2:5][N:6]1[CH2:7][CH2:8][CH:9](/[CH:12]=[C:13]2/[C:14]([NH:19][CH2:20][C:21]#[CH:22])=[N:15][C:16](=[O:18])[S:17]/2)[CH2:10][CH2:11]1, predict the reactants needed to synthesize it. The reactants are: [F:1][C:2]([F:32])([F:31])[C:3]1[CH:26]=[C:25]([C:27]([F:30])([F:29])[F:28])[CH:24]=[CH:23][C:4]=1[CH2:5][N:6]1[CH2:11][CH2:10][CH:9](/[CH:12]=[C:13]2/[C:14]([NH:19][CH2:20][C:21]#[CH:22])=[N:15][C:16](=[O:18])[S:17]/2)[CH2:8][CH2:7]1.[C:33]([OH:42])(=[O:41])[C@@H:34]([C@H:36]([C:38]([OH:40])=[O:39])[OH:37])[OH:35].